From a dataset of Full USPTO retrosynthesis dataset with 1.9M reactions from patents (1976-2016). Predict the reactants needed to synthesize the given product. (1) Given the product [C:35]([NH:19][NH:18][C:17]([N:16]1[N:15]=[C:14]([C:21]2[CH:26]=[C:25]([F:27])[CH:24]=[CH:23][C:22]=2[F:28])[S:13][C:12]1([CH2:11][CH2:10][CH2:9][NH:8][C:6]([O:5][C:1]([CH3:4])([CH3:2])[CH3:3])=[O:7])[C:29]1[CH:30]=[CH:31][CH:32]=[CH:33][CH:34]=1)=[S:20])(=[O:37])[CH3:36], predict the reactants needed to synthesize it. The reactants are: [C:1]([O:5][C:6]([NH:8][CH2:9][CH2:10][CH2:11][C:12]1([C:29]2[CH:34]=[CH:33][CH:32]=[CH:31][CH:30]=2)[N:16]([C:17](=[S:20])[NH:18][NH2:19])[N:15]=[C:14]([C:21]2[CH:26]=[C:25]([F:27])[CH:24]=[CH:23][C:22]=2[F:28])[S:13]1)=[O:7])([CH3:4])([CH3:3])[CH3:2].[C:35](OC(=O)C)(=[O:37])[CH3:36]. (2) Given the product [OH:33][C:34]1[CH:35]=[CH:36][C:37]([C:12]2[N:17]=[C:16]3[N:18]([C:22]4[CH:23]=[C:24]5[C:28](=[CH:29][CH:30]=4)[N:27]([CH3:31])[CH:26]=[CH:25]5)[C:19](=[O:21])[NH:20][C:15]3=[N:14][CH:13]=2)=[CH:38][CH:39]=1, predict the reactants needed to synthesize it. The reactants are: N1C2C(=CC(N)=CC=2)C=C1.Br[C:12]1[N:17]=[C:16]2[N:18]([C:22]3[CH:23]=[C:24]4[C:28](=[CH:29][CH:30]=3)[N:27]([CH3:31])[CH:26]=[CH:25]4)[C:19](=[O:21])[NH:20][C:15]2=[N:14][CH:13]=1.C[O:33][C:34]1[CH:35]=[C:36](C2C=C3C(C4C=C5C(=CC=4)NC=C5)=CNC3=NC=2)[CH:37]=[CH:38][C:39]=1OC.OC1C=CC(B(O)O)=CC=1.COC1C=C(B(O)O)C=C(OC)C=1OC.BrC1N=C2N(C3C=C4C(=CC=3)NC=C4)C(=O)NC2=NC=1. (3) Given the product [C:5]1([CH3:28])[C:4]([S:7]([O:10][C:11](=[O:25])[CH:12]([C:13]2[CH:18]=[CH:17][CH:16]=[CH:15][CH:14]=2)[C:19]2[CH:20]=[CH:21][CH:22]=[CH:23][CH:24]=2)(=[O:9])=[O:8])=[CH:3][CH:2]=[CH:1][CH:6]=1, predict the reactants needed to synthesize it. The reactants are: [C:1]1(C)[CH:6]=[CH:5][C:4]([S:7]([O:10][C:11](=[O:25])[CH:12]([C:19]2[CH:24]=[CH:23][CH:22]=[CH:21][CH:20]=2)[C:13]2[CH:18]=[CH:17][CH:16]=[CH:15][CH:14]=2)(=[O:9])=[O:8])=[CH:3][CH:2]=1.O.[C:28]1(C)C=CC(S(O)(=O)=O)=CC=1.C1(C)C=CC=CC=1.C1(C(C2C=CC=CC=2)=C=O)C=CC=CC=1. (4) Given the product [CH2:45]([N:30]([CH2:28][CH3:29])[CH2:31][CH2:32][O:33][C:34]1[CH:41]=[CH:40][CH:39]=[C:38]([N:42]([CH3:43])[CH3:44])[C:35]=1[CH2:36][N:20]1[CH2:21][CH2:22][CH:17]([NH:16][C:14]2[C:13]3[C:8](=[CH:9][C:10]([O:25][CH3:26])=[C:11]([O:23][CH3:24])[CH:12]=3)[N:7]=[C:6]([NH:5][CH2:4][CH2:3][N:2]([CH3:1])[CH3:27])[N:15]=2)[CH2:18][CH2:19]1)[CH3:46], predict the reactants needed to synthesize it. The reactants are: [CH3:1][N:2]([CH3:27])[CH2:3][CH2:4][NH:5][C:6]1[N:15]=[C:14]([NH:16][CH:17]2[CH2:22][CH2:21][NH:20][CH2:19][CH2:18]2)[C:13]2[C:8](=[CH:9][C:10]([O:25][CH3:26])=[C:11]([O:23][CH3:24])[CH:12]=2)[N:7]=1.[CH2:28]([N:30]([CH2:45][CH3:46])[CH2:31][CH2:32][O:33][C:34]1[CH:41]=[CH:40][CH:39]=[C:38]([N:42]([CH3:44])[CH3:43])[C:35]=1[CH:36]=O)[CH3:29]. (5) Given the product [F:37][C:33]1[CH:32]=[C:31]([CH:36]=[CH:35][CH:34]=1)[CH2:12][N:11]1[C:6]2[C:7](=[N:8][CH:3]=[CH:4][CH:5]=2)[C:9]([C:19]([NH:20][C@H:21]2[CH2:26][CH2:25][CH2:24][CH2:23][C@@H:22]2[OH:27])=[O:28])=[CH:10]1, predict the reactants needed to synthesize it. The reactants are: C([C:3]1[N:8]=[C:7]2[C:9]([C:19](=[O:28])[NH:20][C@H:21]3[CH2:26][CH2:25][CH2:24][CH2:23][C@@H:22]3[OH:27])=[CH:10][N:11]([C:12](OC(C)(C)C)=O)[C:6]2=[CH:5][CH:4]=1)#N.BrC[C:31]1[CH:36]=[CH:35][CH:34]=[C:33]([F:37])[CH:32]=1.C(=O)([O-])[O-].[Cs+].[Cs+].CN(C=O)C. (6) The reactants are: Cl.[F:2][C:3]1([F:7])[CH2:6][NH:5][CH2:4]1.N1CCCC1.CC(O[C:18]([NH:20][C@@H:21]([C:25]([OH:27])=O)[CH:22]1[CH2:24][CH2:23]1)=[O:19])(C)C.C(N[C@@H](C(O)=O)C(C)(C)C)(OC(C)(C)C)=O.[CH3:44][N:45]1[CH:49]=[C:48]([C:50]2[N:55]=[C:54]3[C:56](C(O)=O)=[CH:57][N:58](COCC[Si](C)(C)C)[C:53]3=[N:52][CH:51]=2)[CH:47]=[N:46]1.C1(C2N=C3C(C(O)=O)=CN(COCC[Si](C)(C)C)C3=NC=2)CC1.FC(F)(F)C(O)=O. Given the product [CH:22]1([C@@H:21]([NH:20][C:18]([C:56]2[C:54]3[C:53](=[N:52][CH:51]=[C:50]([C:48]4[CH:47]=[N:46][N:45]([CH3:44])[CH:49]=4)[N:55]=3)[NH:58][CH:57]=2)=[O:19])[C:25]([N:5]2[CH2:6][C:3]([F:7])([F:2])[CH2:4]2)=[O:27])[CH2:23][CH2:24]1, predict the reactants needed to synthesize it. (7) The reactants are: [F:1][C:2]1[CH:18]=[CH:17][CH:16]=[C:15]([C:19](F)(F)F)[C:3]=1[CH2:4][N:5]1[C:10]([CH3:11])=[C:9](I)[C:8](=[O:13])[NH:7][C:6]1=[O:14].[Cl:23][C:24]1[C:29]([O:30][CH3:31])=[CH:28][CH:27]=[CH:26][C:25]=1B1OC(C)(C)C(C)(C)O1.[OH-].[Na+].C(O)(=O)C. Given the product [Cl:23][C:24]1[C:29]([O:30][CH3:31])=[CH:28][CH:27]=[CH:26][C:25]=1[C:9]1[C:8](=[O:13])[NH:7][C:6](=[O:14])[N:5]([CH2:4][C:3]2[C:15]([CH3:19])=[CH:16][CH:17]=[CH:18][C:2]=2[F:1])[C:10]=1[CH3:11], predict the reactants needed to synthesize it. (8) Given the product [Br-:13].[CH2:12]([N+:4]1[CH:5]=[CH:6][CH:7]=[C:2]([C:1]([OH:9])=[O:8])[CH:3]=1)[CH:11]=[CH2:10], predict the reactants needed to synthesize it. The reactants are: [C:1]([OH:9])(=[O:8])[C:2]1[CH:7]=[CH:6][CH:5]=[N:4][CH:3]=1.[CH2:10]([Br:13])[CH:11]=[CH2:12]. (9) Given the product [C:2]1([C:5]([C:9]2[CH:14]=[CH:13][CH:12]=[CH:11][CH:10]=2)=[CH:24][C:12]2[CH:11]=[CH:10][C:9]3[N:8]([CH3:7])[C:21]4[C:16]([S:15][C:14]=3[CH:13]=2)=[CH:17][C:18]([CH:22]=[C:26]([C:27]2[CH:28]=[CH:29][CH:30]=[CH:31][CH:32]=2)[C:33]2[CH:34]=[CH:35][CH:36]=[CH:37][CH:38]=2)=[CH:19][CH:20]=4)[CH:3]=[CH:17][CH:16]=[CH:21][CH:1]=1, predict the reactants needed to synthesize it. The reactants are: [CH3:1][C:2]([CH3:5])([O-])[CH3:3].[K+].[CH3:7][N:8]1[C:21]2[CH:20]=[CH:19][C:18]([CH:22]=O)=[CH:17][C:16]=2[S:15][C:14]2[C:9]1=[CH:10][CH:11]=[C:12]([CH:24]=O)[CH:13]=2.[CH:26](P(=O)(OCC)OCC)([C:33]1[CH:38]=[CH:37][CH:36]=[CH:35][CH:34]=1)[C:27]1[CH:32]=[CH:31][CH:30]=[CH:29][CH:28]=1.CO.